From a dataset of Full USPTO retrosynthesis dataset with 1.9M reactions from patents (1976-2016). Predict the reactants needed to synthesize the given product. (1) Given the product [F:21][C:19]1([F:22])[O:18][C:17]2[CH:23]=[CH:24][C:14]([C:11]3([C:9]([NH:8][C:6]4[N:7]=[C:2]([C:35]5[CH:36]=[N:37][C:28]([O:27][CH3:26])=[C:29]([C:30]([O:32][CH3:33])=[O:31])[CH:34]=5)[C:3]([CH3:25])=[CH:4][CH:5]=4)=[O:10])[CH2:13][CH2:12]3)=[CH:15][C:16]=2[O:20]1, predict the reactants needed to synthesize it. The reactants are: Cl[C:2]1[N:7]=[C:6]([NH:8][C:9]([C:11]2([C:14]3[CH:24]=[CH:23][C:17]4[O:18][C:19]([F:22])([F:21])[O:20][C:16]=4[CH:15]=3)[CH2:13][CH2:12]2)=[O:10])[CH:5]=[CH:4][C:3]=1[CH3:25].[CH3:26][O:27][C:28]1[N:37]=[CH:36][C:35](B2OC(C)(C)C(C)(C)O2)=[CH:34][C:29]=1[C:30]([O:32][CH3:33])=[O:31].C(=O)([O-])[O-].[Na+].[Na+]. (2) The reactants are: C[O:2][C:3](=[O:43])[C@@H:4]([NH:14][C:15]([C:17]1[CH:21]=[C:20]([O:22][CH2:23][C:24]([N:26]2[CH2:30][CH2:29][CH2:28][C@H:27]2[C:31](=[O:36])[NH:32][CH2:33][CH2:34][F:35])=[O:25])[N:19]([C:37]2[CH:42]=[CH:41][CH:40]=[CH:39][CH:38]=2)[N:18]=1)=[O:16])[CH2:5][CH2:6][C:7]([O:9][C:10]([CH3:13])([CH3:12])[CH3:11])=[O:8].[Li+].[OH-]. Given the product [C:10]([O:9][C:7](=[O:8])[CH2:6][CH2:5][C@H:4]([NH:14][C:15]([C:17]1[CH:21]=[C:20]([O:22][CH2:23][C:24]([N:26]2[CH2:30][CH2:29][CH2:28][C@H:27]2[C:31](=[O:36])[NH:32][CH2:33][CH2:34][F:35])=[O:25])[N:19]([C:37]2[CH:38]=[CH:39][CH:40]=[CH:41][CH:42]=2)[N:18]=1)=[O:16])[C:3]([OH:43])=[O:2])([CH3:13])([CH3:11])[CH3:12], predict the reactants needed to synthesize it. (3) Given the product [CH3:1][O:2][C:3]1[CH:4]=[C:5]2[C:9](=[CH:10][CH:11]=1)[NH:8][CH:7]=[C:6]2/[C:19](/[C:27]#[CH:28])=[CH:20]/[C:21]1[CH:22]=[N:23][CH:24]=[CH:25][CH:26]=1, predict the reactants needed to synthesize it. The reactants are: [CH3:1][O:2][C:3]1[CH:4]=[C:5]2[C:9](=[CH:10][CH:11]=1)[N:8](C(OC(C)(C)C)=O)[CH:7]=[C:6]2/[C:19](/[C:27]#[CH:28])=[CH:20]/[C:21]1[CH:22]=[N:23][CH:24]=[CH:25][CH:26]=1.C([O-])([O-])=O.[K+].[K+].C[O-].[Na+].C(OCC)C. (4) Given the product [C:60]([C@@H:27]([NH:26][C:25]([CH2:24][CH2:23][CH2:22][CH2:21][CH2:20][CH2:19][CH2:18][CH2:17][CH2:16][CH2:15][CH2:14][CH2:13][CH2:12][CH2:11][CH2:10][CH2:9][CH2:8][CH2:7][C:6]([OH:68])=[O:5])=[O:67])[CH2:28][CH2:29][C:30](=[O:59])[NH:31][CH2:32][CH2:33][O:34][CH2:35][CH2:36][O:37][CH2:38][C:39](=[O:58])[NH:40][CH2:41][CH2:42][O:43][CH2:44][CH2:45][O:46][CH2:47][C:48](=[O:57])[NH:49][CH2:50][CH2:51][NH:52][C:53](=[O:56])[CH2:54][I:55])([OH:62])=[O:61], predict the reactants needed to synthesize it. The reactants are: C([O:5][C:6](=[O:68])[CH2:7][CH2:8][CH2:9][CH2:10][CH2:11][CH2:12][CH2:13][CH2:14][CH2:15][CH2:16][CH2:17][CH2:18][CH2:19][CH2:20][CH2:21][CH2:22][CH2:23][CH2:24][C:25](=[O:67])[NH:26][C@H:27]([C:60]([O:62]C(C)(C)C)=[O:61])[CH2:28][CH2:29][C:30](=[O:59])[NH:31][CH2:32][CH2:33][O:34][CH2:35][CH2:36][O:37][CH2:38][C:39](=[O:58])[NH:40][CH2:41][CH2:42][O:43][CH2:44][CH2:45][O:46][CH2:47][C:48](=[O:57])[NH:49][CH2:50][CH2:51][NH:52][C:53](=[O:56])[CH2:54][I:55])(C)(C)C.